This data is from NCI-60 drug combinations with 297,098 pairs across 59 cell lines. The task is: Regression. Given two drug SMILES strings and cell line genomic features, predict the synergy score measuring deviation from expected non-interaction effect. (1) Drug 1: CN(C)N=NC1=C(NC=N1)C(=O)N. Drug 2: CC(C)CN1C=NC2=C1C3=CC=CC=C3N=C2N. Cell line: MALME-3M. Synergy scores: CSS=-4.22, Synergy_ZIP=1.53, Synergy_Bliss=-1.71, Synergy_Loewe=-4.10, Synergy_HSA=-4.85. (2) Drug 1: C1CCN(CC1)CCOC2=CC=C(C=C2)C(=O)C3=C(SC4=C3C=CC(=C4)O)C5=CC=C(C=C5)O. Drug 2: CC1=C(C=C(C=C1)NC2=NC=CC(=N2)N(C)C3=CC4=NN(C(=C4C=C3)C)C)S(=O)(=O)N.Cl. Cell line: TK-10. Synergy scores: CSS=21.4, Synergy_ZIP=0.288, Synergy_Bliss=6.15, Synergy_Loewe=3.83, Synergy_HSA=4.49. (3) Drug 1: CN1CCC(CC1)COC2=C(C=C3C(=C2)N=CN=C3NC4=C(C=C(C=C4)Br)F)OC. Drug 2: CC12CCC3C(C1CCC2OP(=O)(O)O)CCC4=C3C=CC(=C4)OC(=O)N(CCCl)CCCl.[Na+]. Cell line: RXF 393. Synergy scores: CSS=7.83, Synergy_ZIP=-2.83, Synergy_Bliss=-0.674, Synergy_Loewe=-2.91, Synergy_HSA=0.317. (4) Drug 1: COC1=C(C=C2C(=C1)N=CN=C2NC3=CC(=C(C=C3)F)Cl)OCCCN4CCOCC4. Drug 2: CNC(=O)C1=NC=CC(=C1)OC2=CC=C(C=C2)NC(=O)NC3=CC(=C(C=C3)Cl)C(F)(F)F. Cell line: HCC-2998. Synergy scores: CSS=36.1, Synergy_ZIP=-0.928, Synergy_Bliss=-1.40, Synergy_Loewe=-6.73, Synergy_HSA=-6.24.